This data is from Forward reaction prediction with 1.9M reactions from USPTO patents (1976-2016). The task is: Predict the product of the given reaction. (1) Given the reactants [C:1]([O:5][C:6](=[O:28])[NH:7][CH2:8][CH2:9][NH:10][CH2:11][C:12]1[CH:17]=[CH:16][C:15]([O:18][CH2:19][C:20]2[CH:25]=[CH:24][CH:23]=[CH:22][CH:21]=2)=[C:14]([O:26][CH3:27])[CH:13]=1)([CH3:4])([CH3:3])[CH3:2].C(N(CC)CC)C.[F:36][C:37]1[CH:45]=[CH:44][C:40]([C:41](Cl)=[O:42])=[CH:39][CH:38]=1, predict the reaction product. The product is: [CH2:19]([O:18][C:15]1[CH:16]=[CH:17][C:12]([CH2:11][N:10]([C:41](=[O:42])[C:40]2[CH:44]=[CH:45][C:37]([F:36])=[CH:38][CH:39]=2)[CH2:9][CH2:8][NH:7][C:6](=[O:28])[O:5][C:1]([CH3:4])([CH3:3])[CH3:2])=[CH:13][C:14]=1[O:26][CH3:27])[C:20]1[CH:21]=[CH:22][CH:23]=[CH:24][CH:25]=1. (2) Given the reactants [CH3:1][C:2]1[CH:3]=[C:4]([CH:7]=[CH:8][C:9]=1[O:10][CH2:11][CH2:12][OH:13])[CH:5]=O.[NH2:14][C:15]1[CH:30]=[CH:29][CH:28]=[CH:27][C:16]=1[C:17]([NH:19][C:20]1[CH:25]=[CH:24][C:23]([Br:26])=[CH:22][CH:21]=1)=[O:18], predict the reaction product. The product is: [Br:26][C:23]1[CH:24]=[CH:25][C:20]([N:19]2[C:17](=[O:18])[C:16]3[C:15](=[CH:30][CH:29]=[CH:28][CH:27]=3)[N:14]=[C:5]2[C:4]2[CH:7]=[CH:8][C:9]([O:10][CH2:11][CH2:12][OH:13])=[C:2]([CH3:1])[CH:3]=2)=[CH:21][CH:22]=1.